This data is from Full USPTO retrosynthesis dataset with 1.9M reactions from patents (1976-2016). The task is: Predict the reactants needed to synthesize the given product. (1) Given the product [Br:1][C:2]1[C:8]([O:9][CH2:10][CH:11]2[CH2:14][CH2:13][CH2:12]2)=[CH:7][C:5]2[NH:6][CH:20]=[N:15][C:4]=2[CH:3]=1, predict the reactants needed to synthesize it. The reactants are: [Br:1][C:2]1[C:8]([O:9][CH2:10][CH:11]2[CH2:14][CH2:13][CH2:12]2)=[CH:7][C:5]([NH2:6])=[C:4]([N+:15]([O-])=O)[CH:3]=1.[NH4+].[Cl-].[CH:20]([O-])([O-])OCC.O.C1(C)C=CC(S(O)(=O)=O)=CC=1. (2) The reactants are: [O:1]=[CH:2][C@@H:3]([C@H:5]([C@@H:7]([CH2:9][OH:10])[OH:8])[OH:6])[OH:4].[CH2:11]([OH:13])[CH3:12]. Given the product [O:1]=[CH:2][C@@H:3]([C@H:5]([C@@H:7]([CH2:9][OH:10])[OH:8])[OH:6])[OH:4].[O:1]=[CH:2][C@@H:3]([C@H:5]([C@@H:7]([C@@H:9]([CH2:11][OH:13])[OH:10])[OH:8])[OH:6])[OH:4].[CH2:11]([OH:13])[CH3:12], predict the reactants needed to synthesize it.